This data is from NCI-60 drug combinations with 297,098 pairs across 59 cell lines. The task is: Regression. Given two drug SMILES strings and cell line genomic features, predict the synergy score measuring deviation from expected non-interaction effect. (1) Drug 1: CC12CCC(CC1=CCC3C2CCC4(C3CC=C4C5=CN=CC=C5)C)O. Drug 2: C1=NC2=C(N=C(N=C2N1C3C(C(C(O3)CO)O)O)F)N. Cell line: MCF7. Synergy scores: CSS=7.69, Synergy_ZIP=5.01, Synergy_Bliss=2.69, Synergy_Loewe=-3.22, Synergy_HSA=0.994. (2) Drug 1: C1CN1C2=NC(=NC(=N2)N3CC3)N4CC4. Drug 2: C1CC(=O)NC(=O)C1N2C(=O)C3=CC=CC=C3C2=O. Cell line: A498. Synergy scores: CSS=20.5, Synergy_ZIP=-2.55, Synergy_Bliss=0.716, Synergy_Loewe=-5.98, Synergy_HSA=-1.02. (3) Drug 1: CCC1(CC2CC(C3=C(CCN(C2)C1)C4=CC=CC=C4N3)(C5=C(C=C6C(=C5)C78CCN9C7C(C=CC9)(C(C(C8N6C)(C(=O)OC)O)OC(=O)C)CC)OC)C(=O)OC)O.OS(=O)(=O)O. Drug 2: CCC1=C2CN3C(=CC4=C(C3=O)COC(=O)C4(CC)O)C2=NC5=C1C=C(C=C5)O. Cell line: NCI-H522. Synergy scores: CSS=20.0, Synergy_ZIP=3.20, Synergy_Bliss=2.65, Synergy_Loewe=-13.8, Synergy_HSA=-0.869. (4) Drug 1: CCC(=C(C1=CC=CC=C1)C2=CC=C(C=C2)OCCN(C)C)C3=CC=CC=C3.C(C(=O)O)C(CC(=O)O)(C(=O)O)O. Drug 2: CC1C(C(CC(O1)OC2CC(OC(C2O)C)OC3=CC4=CC5=C(C(=O)C(C(C5)C(C(=O)C(C(C)O)O)OC)OC6CC(C(C(O6)C)O)OC7CC(C(C(O7)C)O)OC8CC(C(C(O8)C)O)(C)O)C(=C4C(=C3C)O)O)O)O. Cell line: UACC-257. Synergy scores: CSS=19.2, Synergy_ZIP=0.0914, Synergy_Bliss=1.18, Synergy_Loewe=-0.751, Synergy_HSA=-0.703.